This data is from Catalyst prediction with 721,799 reactions and 888 catalyst types from USPTO. The task is: Predict which catalyst facilitates the given reaction. (1) Reactant: Cl[C:2]1[N:7]=[C:6]([NH:8][CH2:9][C:10]([CH3:13])([CH3:12])[CH3:11])[CH:5]=[N:4][CH:3]=1.C(N(CC)CC)C. Product: [CH3:11][C:10]([CH3:13])([CH3:12])[CH2:9][NH:8][C:6]1[CH:5]=[N:4][CH:3]=[CH:2][N:7]=1. The catalyst class is: 129. (2) Reactant: [CH2:1]([C:4]1[CH:10]=[CH:9][C:7]([NH2:8])=[CH:6][CH:5]=1)[CH2:2][CH3:3].[C:11]([C:13]1[CH:31]=[CH:30][C:16]([C:17]([NH:19][C:20]2[CH:21]=[CH:22][C:23]([CH3:29])=[C:24]([CH:28]=2)[C:25](Cl)=[O:26])=[O:18])=[CH:15][CH:14]=1)#[N:12].C(N(CC)CC)C. The catalyst class is: 2. Product: [CH2:1]([C:4]1[CH:10]=[CH:9][C:7]([NH:8][C:25](=[O:26])[C:24]2[CH:28]=[C:20]([NH:19][C:17](=[O:18])[C:16]3[CH:30]=[CH:31][C:13]([C:11]#[N:12])=[CH:14][CH:15]=3)[CH:21]=[CH:22][C:23]=2[CH3:29])=[CH:6][CH:5]=1)[CH2:2][CH3:3].